This data is from Reaction yield outcomes from USPTO patents with 853,638 reactions. The task is: Predict the reaction yield, written as a fraction of the theoretical maximum amount of product (1.0 means a 100% yield; for example, 0.34 means a 34% yield). (1) The reactants are [Cl:1][C:2]1[C:3]([OH:34])=[C:4]([S:9]([N:12]([CH2:21][C:22]2[CH:33]=[CH:32][C:25]([C:26](N(OC)C)=[O:27])=[CH:24][CH:23]=2)[CH2:13][C:14]2[CH:19]=[CH:18][C:17]([F:20])=[CH:16][CH:15]=2)(=[O:11])=[O:10])[CH:5]=[C:6]([Cl:8])[CH:7]=1.[C:35]1([Mg]Br)[CH:40]=[CH:39][CH:38]=[CH:37][CH:36]=1. The catalyst is C1COCC1. The product is [C:26]([C:25]1[CH:24]=[CH:23][C:22]([CH2:21][N:12]([CH2:13][C:14]2[CH:19]=[CH:18][C:17]([F:20])=[CH:16][CH:15]=2)[S:9]([C:4]2[CH:5]=[C:6]([Cl:8])[CH:7]=[C:2]([Cl:1])[C:3]=2[OH:34])(=[O:11])=[O:10])=[CH:33][CH:32]=1)(=[O:27])[C:35]1[CH:40]=[CH:39][CH:38]=[CH:37][CH:36]=1. The yield is 0.420. (2) The reactants are C([O:4][CH2:5][C:6]1[S:7][C:8]2[C:13]([C:14](=[O:17])[C:15]=1[I:16])=[CH:12][CH:11]=[CH:10][CH:9]=2)(=O)C.C(=O)([O-])[O-].[K+].[K+].[Cl-].[NH4+]. The catalyst is CO. The product is [OH:4][CH2:5][C:6]1[S:7][C:8]2[C:13]([C:14](=[O:17])[C:15]=1[I:16])=[CH:12][CH:11]=[CH:10][CH:9]=2. The yield is 0.720. (3) The reactants are C([O:3][C:4]([C:6]1[CH:32]=[CH:31][C:9]2[N:10]=[C:11]([C:13]3[C:14](=[O:30])[NH:15][CH:16]=[CH:17][C:18]=3[NH:19][CH2:20][CH:21]([C:23]3[CH:28]=[CH:27][CH:26]=[C:25]([Cl:29])[CH:24]=3)[OH:22])[NH:12][C:8]=2[CH:7]=1)=O)C.[BH4-].[Na+].[CH3:35]O. The catalyst is C(O)(=O)C. The product is [Cl:29][C:25]1[CH:24]=[C:23]([CH:21]([OH:22])[CH2:20][NH:19][C:18]2[CH:17]=[CH:16][NH:15][C:14](=[O:30])[C:13]=2[C:11]2[NH:12][C:8]3[CH:7]=[C:6]([CH2:4][OH:3])[CH:32]=[C:31]([CH3:35])[C:9]=3[N:10]=2)[CH:28]=[CH:27][CH:26]=1. The yield is 0.620. (4) The reactants are C(N(CC)CC)C.[C:8](Cl)(=[O:13])[C:9]([CH3:12])([CH3:11])[CH3:10].[CH3:15][C:16]1[CH2:20][CH:19]=[C:18]([CH3:21])[C:17]=1[C:22]1[CH:27]=[CH:26][CH:25]=[CH:24][C:23]=1[NH2:28].Cl. No catalyst specified. The product is [CH3:21][C:18]1[CH2:19][CH:20]=[C:16]([CH3:15])[C:17]=1[C:22]1[CH:27]=[CH:26][CH:25]=[CH:24][C:23]=1[NH:28][C:8](=[O:13])[C:9]([CH3:12])([CH3:11])[CH3:10]. The yield is 0.930. (5) The reactants are [CH3:1][C:2]1[CH:3]=[C:4]([CH:22]=[CH:23][C:24]=1[C:25]([N:27]1[CH2:31][CH2:30][CH2:29][CH2:28]1)=[O:26])[C:5]([NH:7][C@H:8]([C:10]1[NH:14][C:13]2[CH:15]=[CH:16][C:17]([N+:19]([O-])=O)=[CH:18][C:12]=2[N:11]=1)[CH3:9])=[O:6].[H][H]. The catalyst is CO.[Pd]. The product is [CH3:1][C:2]1[CH:3]=[C:4]([CH:22]=[CH:23][C:24]=1[C:25]([N:27]1[CH2:31][CH2:30][CH2:29][CH2:28]1)=[O:26])[C:5]([NH:7][C@H:8]([C:10]1[NH:14][C:13]2[CH:15]=[CH:16][C:17]([NH2:19])=[CH:18][C:12]=2[N:11]=1)[CH3:9])=[O:6]. The yield is 0.830.